This data is from Full USPTO retrosynthesis dataset with 1.9M reactions from patents (1976-2016). The task is: Predict the reactants needed to synthesize the given product. (1) The reactants are: [CH3:1][C:2]1([CH3:23])[O:6][CH:5]([CH2:7][O:8][C:9]2[CH:14]=[CH:13][N:12]3[C:15]([C:18]([O:20]CC)=[O:19])=[CH:16][N:17]=[C:11]3[CH:10]=2)[CH2:4][O:3]1.O.[OH-].[Li+].O1CCCC1.C(O)C.O.O. Given the product [CH3:1][C:2]1([CH3:23])[O:6][CH:5]([CH2:7][O:8][C:9]2[CH:14]=[CH:13][N:12]3[C:15]([C:18]([OH:20])=[O:19])=[CH:16][N:17]=[C:11]3[CH:10]=2)[CH2:4][O:3]1, predict the reactants needed to synthesize it. (2) Given the product [C:24]([NH:28][S:29]([C:32]1[CH:37]=[C:36]([C:2]2[CH:7]=[CH:6][CH:5]=[C:4]([C:8]3[CH2:14][C:13](=[O:15])[NH:12][C:11]4[CH:16]=[C:17]([C:20]([F:22])([F:21])[F:23])[CH:18]=[CH:19][C:10]=4[N:9]=3)[CH:3]=2)[CH:35]=[CH:34][CH:33]=1)(=[O:31])=[O:30])([CH3:27])([CH3:25])[CH3:26], predict the reactants needed to synthesize it. The reactants are: Br[C:2]1[CH:3]=[C:4]([C:8]2[CH2:14][C:13](=[O:15])[NH:12][C:11]3[CH:16]=[C:17]([C:20]([F:23])([F:22])[F:21])[CH:18]=[CH:19][C:10]=3[N:9]=2)[CH:5]=[CH:6][CH:7]=1.[C:24]([NH:28][S:29]([C:32]1[CH:33]=[C:34](B(O)O)[CH:35]=[CH:36][CH:37]=1)(=[O:31])=[O:30])([CH3:27])([CH3:26])[CH3:25]. (3) Given the product [Cl:1][C:2]1[CH:7]=[CH:6][C:5]([C:8]2[N:12]=[C:11]([C:13]3[S:14][CH:15]=[CH:16][C:17]=3[Cl:18])[O:10][N:9]=2)=[CH:4][C:3]=1[NH:19][CH2:20][CH3:21], predict the reactants needed to synthesize it. The reactants are: [Cl:1][C:2]1[CH:7]=[CH:6][C:5]([C:8]2[N:12]=[C:11]([C:13]3[S:14][CH:15]=[CH:16][C:17]=3[Cl:18])[O:10][N:9]=2)=[CH:4][C:3]=1[NH2:19].[CH2:20](OC(OCC)CN(C)C)[CH3:21].O.C([BH3-])#N.[Na+]. (4) Given the product [CH2:21]([N:30]1[C:42]2[CH2:41][CH2:40][CH2:39][C:38]3=[N:43][NH:44][C:45](=[O:46])[C:35]4[C:36]([C:37]=23)=[C:31]1[CH:32]=[CH:33][CH:34]=4)[C:22]1[CH:27]=[CH:26][CH:25]=[CH:24][CH:23]=1, predict the reactants needed to synthesize it. The reactants are: CC1(C)CC(=O)C2C3C(C(OC)=O)=CC=CC=3NC=2C1.[CH2:21](Cl)[C:22]1[CH:27]=[CH:26][CH:25]=[CH:24][CH:23]=1.C[N:30]1[C:42]2[CH2:41][CH2:40][CH2:39][C:38]3=[N:43][NH:44][C:45](=[O:46])[C:35]4[C:36]([C:37]=23)=[C:31]1[CH:32]=[CH:33][CH:34]=4. (5) Given the product [NH2:1][C:2]1[N:7]=[CH:6][C:5]([C:8]2[N:12]3[N:13]=[C:14]([C:17]4[CH:22]=[CH:21][C:20]([O:23][CH2:32][CH2:33][CH2:34][N:35]5[CH2:39][CH2:38][NH:37][C:36]5=[O:40])=[C:19]([O:24][CH3:25])[CH:18]=4)[CH:15]=[CH:16][C:11]3=[N:10][C:9]=2[CH3:26])=[CH:4][C:3]=1[C:27]([F:29])([F:28])[F:30], predict the reactants needed to synthesize it. The reactants are: [NH2:1][C:2]1[N:7]=[CH:6][C:5]([C:8]2[N:12]3[N:13]=[C:14]([C:17]4[CH:22]=[CH:21][C:20]([OH:23])=[C:19]([O:24][CH3:25])[CH:18]=4)[CH:15]=[CH:16][C:11]3=[N:10][C:9]=2[CH3:26])=[CH:4][C:3]=1[C:27]([F:30])([F:29])[F:28].Cl[CH2:32][CH2:33][CH2:34][N:35]1[CH2:39][CH2:38][NH:37][C:36]1=[O:40].C([O-])([O-])=O.[K+].[K+]. (6) Given the product [F:21][C:7]([F:20])([CH2:6][CH2:5][OH:4])[CH2:8][N:9]1[C:13](=[O:14])[C:12]2=[CH:15][CH:16]=[CH:17][CH:18]=[C:11]2[C:10]1=[O:19], predict the reactants needed to synthesize it. The reactants are: C([O:4][CH2:5][CH2:6][C:7]([F:21])([F:20])[CH2:8][N:9]1[C:13](=[O:14])[C:12]2=[CH:15][CH:16]=[CH:17][CH:18]=[C:11]2[C:10]1=[O:19])(=O)C.CC(C[AlH]CC(C)C)C.[NH4+].[Cl-].[O-]S([O-])(=O)=O.[Mg+2]. (7) Given the product [Cl:14][C:12]1[N:11]=[CH:10][N:9]=[C:8]([O:25][C:18]2[CH:17]=[C:16]([CH3:15])[C:21]3[N:22]=[CH:23][NH:24][C:20]=3[CH:19]=2)[CH:13]=1, predict the reactants needed to synthesize it. The reactants are: C(=O)([O-])[O-].[K+].[K+].Cl[C:8]1[CH:13]=[C:12]([Cl:14])[N:11]=[CH:10][N:9]=1.[CH3:15][C:16]1[C:21]2[N:22]=[CH:23][NH:24][C:20]=2[CH:19]=[C:18]([OH:25])[CH:17]=1. (8) Given the product [CH:38]1([CH:29]([C:30]2[CH:31]=[N:32][C:33]([O:36][CH3:37])=[CH:34][CH:35]=2)[O:28][C:25]2[CH:26]=[CH:27][C:22]([CH2:21][N:20]3[C:9]4=[N:10][CH:11]=[C:12]([C:14]5[CH:15]=[N:16][N:17]([CH3:19])[CH:18]=5)[CH:13]=[C:8]4[N:7]=[C:6]3[NH2:5])=[CH:23][C:24]=2[O:41][CH3:42])[CH2:40][CH2:39]1, predict the reactants needed to synthesize it. The reactants are: C(OC(=O)[NH:5][C:6]1[N:20]([CH2:21][C:22]2[CH:27]=[CH:26][C:25]([O:28][CH:29]([CH:38]3[CH2:40][CH2:39]3)[C:30]3[CH:31]=[N:32][C:33]([O:36][CH3:37])=[CH:34][CH:35]=3)=[C:24]([O:41][CH3:42])[CH:23]=2)[C:9]2=[N:10][CH:11]=[C:12]([C:14]3[CH:15]=[N:16][N:17]([CH3:19])[CH:18]=3)[CH:13]=[C:8]2[N:7]=1)C.[OH-].[K+].